This data is from Forward reaction prediction with 1.9M reactions from USPTO patents (1976-2016). The task is: Predict the product of the given reaction. (1) Given the reactants [F:1][C:2]1[CH:3]=[C:4]([C:8]([C:10]2[N:19]=[C:18]([NH:20][C:21]3[CH:25]=[C:24]([CH3:26])[NH:23][N:22]=3)[C:17]3[C:12](=[CH:13][CH:14]=[CH:15][CH:16]=3)[N:11]=2)=[O:9])[CH:5]=[CH:6][CH:7]=1.C1COCC1.CO.[BH4-].[Na+].Cl, predict the reaction product. The product is: [F:1][C:2]1[CH:3]=[C:4]([CH:8]([C:10]2[N:19]=[C:18]([NH:20][C:21]3[CH:25]=[C:24]([CH3:26])[NH:23][N:22]=3)[C:17]3[C:12](=[CH:13][CH:14]=[CH:15][CH:16]=3)[N:11]=2)[OH:9])[CH:5]=[CH:6][CH:7]=1. (2) The product is: [I:12][C:7]1[CH:8]=[C:9]2[C:4](=[CH:5][CH:6]=1)[N:3]=[C:2]([NH2:14])[CH:11]=[CH:10]2. Given the reactants Cl[C:2]1[CH:11]=[CH:10][C:9]2[C:4](=[CH:5][CH:6]=[C:7]([I:12])[CH:8]=2)[N:3]=1.[OH-].[NH4+:14], predict the reaction product. (3) Given the reactants C(OC(=O)[NH:7][C:8]1[CH:13]=[C:12]([C:14]([F:17])([F:16])[F:15])[C:11]([CH3:18])=[CH:10][C:9]=1[NH:19][C:20](=[O:36])[CH2:21][C:22](=O)[C:23]1[CH:28]=[CH:27][CH:26]=[C:25]([C:29]2[CH:34]=[CH:33][N:32]=[CH:31][CH:30]=2)[CH:24]=1)(C)(C)C.C(O)(C(F)(F)F)=O, predict the reaction product. The product is: [CH3:18][C:11]1[C:12]([C:14]([F:16])([F:15])[F:17])=[CH:13][C:8]2[N:7]=[C:22]([C:23]3[CH:28]=[CH:27][CH:26]=[C:25]([C:29]4[CH:30]=[CH:31][N:32]=[CH:33][CH:34]=4)[CH:24]=3)[CH2:21][C:20](=[O:36])[NH:19][C:9]=2[CH:10]=1. (4) Given the reactants [NH2:1][C:2]1[N:3]([CH3:22])[C:4](=[O:21])[C:5]2[C:10]([C:11]3[C:16]([CH3:17])=[CH:15][C:14]([CH3:18])=[CH:13][C:12]=3[CH3:19])=[CH:9][N:8]([CH3:20])[C:6]=2[N:7]=1.Br[CH2:24][CH2:25][CH2:26][CH2:27][CH2:28]Br.[H-].[Na+], predict the reaction product. The product is: [C:12]1([CH3:19])[CH:13]=[C:14]([CH3:18])[CH:15]=[C:16]([CH3:17])[C:11]=1[C:10]1[C:5]2[C:4](=[O:21])[N:3]([CH3:22])[C:2]([N:1]3[CH2:28][CH2:27][CH2:26][CH2:25][CH2:24]3)=[N:7][C:6]=2[N:8]([CH3:20])[CH:9]=1. (5) The product is: [CH3:1][C:2]([CH3:23])([C:3](=[O:12])[CH2:4][CH2:5][C:6]1[CH:7]=[CH:8][CH:9]=[CH:10][CH:11]=1)[C:13](=[O:22])[CH2:14][CH2:15][C:16]1[CH:21]=[CH:20][CH:19]=[CH:18][CH:17]=1. Given the reactants [CH3:1][C:2]([CH3:23])([C:13](=[O:22])[CH:14]=[CH:15][C:16]1[CH:21]=[CH:20][CH:19]=[CH:18][CH:17]=1)[C:3](=[O:12])[CH:4]=[CH:5][C:6]1[CH:11]=[CH:10][CH:9]=[CH:8][CH:7]=1, predict the reaction product. (6) Given the reactants Br[C:2]1[CH:3]=[N:4][C:5]2[N:6]([N:8]=[C:9]([N:11]3[CH2:16][CH2:15][O:14][CH2:13][CH2:12]3)[N:10]=2)[CH:7]=1.[C:17]([C:19]1[CH:24]=[CH:23][CH:22]=[C:21]([Cl:25])[CH:20]=1)#[CH:18], predict the reaction product. The product is: [Cl:25][C:21]1[CH:20]=[C:19]([C:17]#[C:18][C:2]2[CH:3]=[N:4][C:5]3[N:6]([N:8]=[C:9]([N:11]4[CH2:16][CH2:15][O:14][CH2:13][CH2:12]4)[N:10]=3)[CH:7]=2)[CH:24]=[CH:23][CH:22]=1. (7) Given the reactants Br[C:2]1[C:10]2[C:9]([NH:11][C@H:12]([C:14]3[N:19]([C:20]4[CH:25]=[CH:24][CH:23]=[CH:22][CH:21]=4)[C:18](=[O:26])[C:17]4=[C:27]([CH3:30])[CH:28]=[CH:29][N:16]4[N:15]=3)[CH3:13])=[N:8][CH:7]=[N:6][C:5]=2[N:4]([CH2:31][O:32][CH2:33][CH2:34][Si:35]([CH3:38])([CH3:37])[CH3:36])[CH:3]=1.[CH3:39][O:40][C:41]1[CH:46]=[C:45](B2OC(C)(C)C(C)(C)O2)[CH:44]=[CH:43][C:42]=1[OH:56].C(=O)([O-])[O-].[Na+].[Na+], predict the reaction product. The product is: [OH:56][C:42]1[CH:43]=[CH:44][C:45]([C:2]2[C:10]3[C:9]([NH:11][C@H:12]([C:14]4[N:19]([C:20]5[CH:25]=[CH:24][CH:23]=[CH:22][CH:21]=5)[C:18](=[O:26])[C:17]5=[C:27]([CH3:30])[CH:28]=[CH:29][N:16]5[N:15]=4)[CH3:13])=[N:8][CH:7]=[N:6][C:5]=3[N:4]([CH2:31][O:32][CH2:33][CH2:34][Si:35]([CH3:38])([CH3:37])[CH3:36])[CH:3]=2)=[CH:46][C:41]=1[O:40][CH3:39]. (8) Given the reactants C([N:8]1[CH2:17][CH2:16][C:15]2[C:14]([NH:18][C:19]3[CH:24]=[CH:23][C:22]([CH3:25])=[C:21]([C:26]4[N:27]=[CH:28][C:29]5[C:34]([CH:35]=4)=[CH:33][CH:32]=[CH:31][CH:30]=5)[CH:20]=3)=[N:13][CH:12]=[N:11][C:10]=2[CH2:9]1)C1C=CC=CC=1.CCN(C(C)C)C(C)C.C(Cl)(=O)OC(Cl)C, predict the reaction product. The product is: [CH:28]1[C:29]2[C:34](=[CH:33][CH:32]=[CH:31][CH:30]=2)[CH:35]=[C:26]([C:21]2[CH:20]=[C:19]([NH:18][C:14]3[C:15]4[CH2:16][CH2:17][NH:8][CH2:9][C:10]=4[N:11]=[CH:12][N:13]=3)[CH:24]=[CH:23][C:22]=2[CH3:25])[N:27]=1. (9) Given the reactants C(OC([N:8]1[CH2:13][CH2:12][CH:11]([NH:14][C:15]2[CH:24]=[C:23]([Cl:25])[C:22]3[C:17](=[CH:18][CH:19]=[CH:20][CH:21]=3)[N:16]=2)[CH2:10][CH2:9]1)=O)(C)(C)C, predict the reaction product. The product is: [ClH:25].[ClH:25].[Cl:25][C:23]1[C:22]2[C:17](=[CH:18][CH:19]=[CH:20][CH:21]=2)[N:16]=[C:15]([NH:14][CH:11]2[CH2:12][CH2:13][NH:8][CH2:9][CH2:10]2)[CH:24]=1.